This data is from Forward reaction prediction with 1.9M reactions from USPTO patents (1976-2016). The task is: Predict the product of the given reaction. Given the reactants [NH2:1][C:2]1[N:6]([C:7]2[CH:12]=[CH:11][CH:10]=[CH:9][CH:8]=2)[N:5]=[C:4]([O:13][CH2:14][CH:15]2[CH2:20][CH2:19][N:18]([C:21]([O:23][C:24]([CH3:27])([CH3:26])[CH3:25])=[O:22])[CH2:17][CH2:16]2)[C:3]=1[CH3:28].C1(C2C=CC([CH2:38][O:39]C)=CC=2CN)CC1.[F:43][CH:44]([F:57])[O:45][C:46]1[CH:51]=[CH:50][C:49]([CH2:52][O:53][CH3:54])=[CH:48][C:47]=1[CH2:55][NH2:56], predict the reaction product. The product is: [F:43][CH:44]([F:57])[O:45][C:46]1[CH:51]=[CH:50][C:49]([CH2:52][O:53][CH3:54])=[CH:48][C:47]=1[CH2:55][NH:56][C:38](=[O:39])[NH:1][C:2]1[N:6]([C:7]2[CH:12]=[CH:11][CH:10]=[CH:9][CH:8]=2)[N:5]=[C:4]([O:13][CH2:14][CH:15]2[CH2:16][CH2:17][N:18]([C:21]([O:23][C:24]([CH3:25])([CH3:27])[CH3:26])=[O:22])[CH2:19][CH2:20]2)[C:3]=1[CH3:28].